Task: Predict the reactants needed to synthesize the given product.. Dataset: Full USPTO retrosynthesis dataset with 1.9M reactions from patents (1976-2016) (1) Given the product [C:8]([C:4]1[CH:3]=[C:2]([CH:7]=[CH:6][CH:5]=1)[NH:1][CH2:18][C:19]([O:21][C:22]([CH3:25])([CH3:24])[CH3:23])=[O:20])(=[O:10])[CH3:9], predict the reactants needed to synthesize it. The reactants are: [NH2:1][C:2]1[CH:3]=[C:4]([C:8](=[O:10])[CH3:9])[CH:5]=[CH:6][CH:7]=1.C(=O)([O-])[O-].[K+].[K+].Br[CH2:18][C:19]([O:21][C:22]([CH3:25])([CH3:24])[CH3:23])=[O:20]. (2) Given the product [CH:1]([N:4]1[CH2:9][CH2:8][N:7]([C:10]([C:12]2[CH:13]=[C:14]3[C:18](=[CH:19][CH:20]=2)[N:17]([C:44]2[CH:43]=[CH:42][CH:41]=[C:40]([C:39]([F:50])([F:49])[F:38])[CH:45]=2)[C:16]([C:21]([N:23]2[CH2:28][CH2:27][N:26]([S:29]([N:32]4[CH2:37][CH2:36][CH2:35][CH2:34][CH2:33]4)(=[O:31])=[O:30])[CH2:25][CH2:24]2)=[O:22])=[CH:15]3)=[O:11])[CH2:6][CH2:5]1)([CH3:3])[CH3:2], predict the reactants needed to synthesize it. The reactants are: [CH:1]([N:4]1[CH2:9][CH2:8][N:7]([C:10]([C:12]2[CH:13]=[C:14]3[C:18](=[CH:19][CH:20]=2)[NH:17][C:16]([C:21]([N:23]2[CH2:28][CH2:27][N:26]([S:29]([N:32]4[CH2:37][CH2:36][CH2:35][CH2:34][CH2:33]4)(=[O:31])=[O:30])[CH2:25][CH2:24]2)=[O:22])=[CH:15]3)=[O:11])[CH2:6][CH2:5]1)([CH3:3])[CH3:2].[F:38][C:39]([F:50])([F:49])[C:40]1[CH:41]=[C:42](B(O)O)[CH:43]=[CH:44][CH:45]=1. (3) Given the product [C:43]([C:42]1[CH:45]=[C:46]([C:49]2[O:53][N:52]=[C:51]([C:54]3[CH:64]=[CH:63][C:57]4[CH2:58][CH2:59][N:60]([C:10](=[O:12])[CH2:9][NH:8][C:6](=[O:7])[O:5][C:2]([CH3:1])([CH3:3])[CH3:4])[CH2:61][CH2:62][C:56]=4[CH:55]=3)[N:50]=2)[CH:47]=[CH:48][C:41]=1[O:40][CH:37]([CH2:38][F:39])[CH2:36][F:35])#[N:44], predict the reactants needed to synthesize it. The reactants are: [CH3:1][C:2]([O:5][C:6]([NH:8][CH2:9][C:10]([OH:12])=O)=[O:7])([CH3:4])[CH3:3].C1C=CC2N(O)N=NC=2C=1.C(Cl)CCl.C(N1CCOCC1)C.[F:35][CH2:36][CH:37]([O:40][C:41]1[CH:48]=[CH:47][C:46]([C:49]2[O:53][N:52]=[C:51]([C:54]3[CH:64]=[CH:63][C:57]4[CH2:58][CH2:59][NH:60][CH2:61][CH2:62][C:56]=4[CH:55]=3)[N:50]=2)=[CH:45][C:42]=1[C:43]#[N:44])[CH2:38][F:39]. (4) Given the product [F:4][C:5]1[CH:10]=[CH:9][CH:8]=[CH:7][C:6]=1[C:11]1[N:12]=[N:13][N:14]([CH3:31])[C:15]=1[C:16]1[N:17]=[CH:18][N:19]([C:21]2[CH:30]=[CH:29][C:24]([C:25]([OH:27])=[O:26])=[CH:23][N:22]=2)[CH:20]=1, predict the reactants needed to synthesize it. The reactants are: O.[OH-].[Li+].[F:4][C:5]1[CH:10]=[CH:9][CH:8]=[CH:7][C:6]=1[C:11]1[N:12]=[N:13][N:14]([CH3:31])[C:15]=1[C:16]1[N:17]=[CH:18][N:19]([C:21]2[CH:30]=[CH:29][C:24]([C:25]([O:27]C)=[O:26])=[CH:23][N:22]=2)[CH:20]=1. (5) Given the product [Br:1][C:2]1[CH:3]=[C:4]2[C:9](=[CH:10][CH:11]=1)[NH:8][C:7](=[O:21])[C:6]([C:22]1[S:23][CH:24]=[CH:25][CH:26]=1)=[C:5]2[O:27][CH2:28][CH:29]1[CH2:30][CH2:31][O:32][CH2:33][CH2:34]1, predict the reactants needed to synthesize it. The reactants are: [Br:1][C:2]1[CH:3]=[C:4]2[C:9](=[CH:10][CH:11]=1)[N:8](CC1C=CC(OC)=CC=1)[C:7](=[O:21])[C:6]([C:22]1[S:23][CH:24]=[CH:25][CH:26]=1)=[C:5]2[O:27][CH2:28][CH:29]1[CH2:34][CH2:33][O:32][CH2:31][CH2:30]1.FC(F)(F)C(O)=O. (6) Given the product [C:12]([O:6][C:5](=[O:7])[C:4]1[CH:8]=[C:9]([Cl:11])[N:10]=[C:2]([Cl:1])[CH:3]=1)([CH3:15])([CH3:14])[CH3:13], predict the reactants needed to synthesize it. The reactants are: [Cl:1][C:2]1[CH:3]=[C:4]([CH:8]=[C:9]([Cl:11])[N:10]=1)[C:5]([OH:7])=[O:6].[C:12](OC(O[C:12]([CH3:15])([CH3:14])[CH3:13])N(C)C)([CH3:15])([CH3:14])[CH3:13]. (7) Given the product [F:1][C:2]1[CH:7]=[CH:6][CH:5]=[CH:4][C:3]=1[CH:8]=[CH:9][C:10]([NH:12][C@@H:13]([C:24]([OH:26])=[O:25])[CH2:14][C:15]1[C:23]2[C:18](=[CH:19][CH:20]=[CH:21][CH:22]=2)[NH:17][CH:16]=1)=[O:11], predict the reactants needed to synthesize it. The reactants are: [F:1][C:2]1[CH:7]=[CH:6][CH:5]=[CH:4][C:3]=1[CH:8]=[CH:9][C:10]([NH:12][C@@H:13]([C:24]([O:26]C)=[O:25])[CH2:14][C:15]1[C:23]2[C:18](=[CH:19][CH:20]=[CH:21][CH:22]=2)[NH:17][CH:16]=1)=[O:11].[OH-].[Na+]. (8) The reactants are: [Br:1][C:2]1[CH:7]=[C:6]([CH3:8])[C:5]([NH:9][C:10]([NH:12][CH2:13][CH2:14]Cl)=[O:11])=[C:4]([CH2:16][CH3:17])[CH:3]=1.[H-].[Na+]. Given the product [Br:1][C:2]1[CH:7]=[C:6]([CH3:8])[C:5]([N:9]2[CH2:14][CH2:13][NH:12][C:10]2=[O:11])=[C:4]([CH2:16][CH3:17])[CH:3]=1, predict the reactants needed to synthesize it.